The task is: Predict which catalyst facilitates the given reaction.. This data is from Catalyst prediction with 721,799 reactions and 888 catalyst types from USPTO. (1) Reactant: [CH2:1]([N:3]1[C:7]([N:8]([CH:25]([CH3:27])[CH3:26])[C:9](=[O:24])[CH2:10][O:11][C:12]2[CH:17]=[CH:16][CH:15]=[C:14]([O:18]COC)[C:13]=2[CH:22]=[O:23])=[CH:6][CH:5]=[N:4]1)[CH3:2].Cl.C(=O)(O)[O-].[Na+]. Product: [CH2:1]([N:3]1[C:7]([N:8]([CH:25]([CH3:26])[CH3:27])[C:9](=[O:24])[CH2:10][O:11][C:12]2[CH:17]=[CH:16][CH:15]=[C:14]([OH:18])[C:13]=2[CH:22]=[O:23])=[CH:6][CH:5]=[N:4]1)[CH3:2]. The catalyst class is: 1. (2) Reactant: [CH3:1][C:2]1([CH3:9])[C:6]([CH3:8])([CH3:7])[O:5][BH:4][O:3]1.[C:10]([C:12]1[CH:17]=[CH:16][C:15]([CH2:18][N:19]([CH3:21])[CH3:20])=[CH:14][CH:13]=1)#[CH:11]. Product: [CH3:20][N:19]([CH3:21])[CH2:18][C:15]1[CH:16]=[CH:17][C:12](/[CH:10]=[CH:11]/[B:4]2[O:5][C:6]([CH3:8])([CH3:7])[C:2]([CH3:9])([CH3:1])[O:3]2)=[CH:13][CH:14]=1. The catalyst class is: 11. (3) Reactant: C(OP([CH2:9][C:10]([N:12]([CH2:21][C:22]([C:24]1([C:27]([O:29][CH2:30][CH3:31])=[O:28])[CH2:26][CH2:25]1)=O)[C@H:13]([C:15]1[CH:20]=[CH:19][CH:18]=[CH:17][CH:16]=1)[CH3:14])=[O:11])(OCC)=O)C.C(O[K])(C)(C)C.C(O)(=O)CC(CC(O)=O)(C(O)=O)O.C(OCC)(=O)C. The catalyst class is: 11. Product: [CH2:30]([O:29][C:27]([C:24]1([C:22]2[CH2:21][N:12]([C@H:13]([C:15]3[CH:20]=[CH:19][CH:18]=[CH:17][CH:16]=3)[CH3:14])[C:10](=[O:11])[CH:9]=2)[CH2:26][CH2:25]1)=[O:28])[CH3:31].